Task: Predict the product of the given reaction.. Dataset: Forward reaction prediction with 1.9M reactions from USPTO patents (1976-2016) (1) Given the reactants [NH2:1][C:2]1[NH:3][C:4](=O)[C:5]([C:13]#[N:14])=[C:6]([C:8]2[O:9][CH:10]=[CH:11][CH:12]=2)[N:7]=1.P(Cl)(Cl)([Cl:18])=O, predict the reaction product. The product is: [NH2:1][C:2]1[N:3]=[C:4]([Cl:18])[C:5]([C:13]#[N:14])=[C:6]([C:8]2[O:9][CH:10]=[CH:11][CH:12]=2)[N:7]=1. (2) Given the reactants [NH2:1][C:2]1[C:3]([C:15]([NH2:17])=[O:16])=[N:4][C:5]([C:8]2[CH:13]=[CH:12][CH:11]=[C:10](Br)[CH:9]=2)=[CH:6][CH:7]=1.[C:18]([C:20]1([OH:26])[CH2:24][CH2:23][O:22][C:21]1=[O:25])#[CH:19], predict the reaction product. The product is: [NH2:1][C:2]1[C:3]([C:15]([NH2:17])=[O:16])=[N:4][C:5]([C:8]2[CH:13]=[CH:12][CH:11]=[C:10]([C:19]#[C:18][C@:20]3([OH:26])[CH2:24][CH2:23][O:22][C:21]3=[O:25])[CH:9]=2)=[CH:6][CH:7]=1. (3) Given the reactants [C:1]([O:5][C:6]([N:8]([CH3:25])[C@@:9]1([CH3:24])[CH2:13][CH2:12][N:11](C(OCC2C=CC=CC=2)=O)[CH2:10]1)=[O:7])([CH3:4])([CH3:3])[CH3:2], predict the reaction product. The product is: [CH3:25][N:8]([C@@:9]1([CH3:24])[CH2:13][CH2:12][NH:11][CH2:10]1)[C:6](=[O:7])[O:5][C:1]([CH3:4])([CH3:2])[CH3:3]. (4) Given the reactants [Br:1][C:2]1[CH:3]=[CH:4][C:5]([NH:11][C:12](=[O:31])[C:13]2[CH:18]=[CH:17][CH:16]=[C:15]([S:19]([N:22]([C:24]3[CH:29]=[CH:28][C:27]([Cl:30])=[CH:26][CH:25]=3)[CH3:23])(=[O:21])=[O:20])[CH:14]=2)=[C:6]([CH:10]=1)[C:7]([OH:9])=O.C(N1C=CN=C1)(N1C=CN=C1)=O.[CH3:44][S:45]([NH2:48])(=[O:47])=[O:46], predict the reaction product. The product is: [Br:1][C:2]1[CH:3]=[CH:4][C:5]([NH:11][C:12](=[O:31])[C:13]2[CH:18]=[CH:17][CH:16]=[C:15]([S:19]([N:22]([C:24]3[CH:29]=[CH:28][C:27]([Cl:30])=[CH:26][CH:25]=3)[CH3:23])(=[O:21])=[O:20])[CH:14]=2)=[C:6]([C:7]([NH:48][S:45]([CH3:44])(=[O:47])=[O:46])=[O:9])[CH:10]=1. (5) Given the reactants [C:1]1([S:7]([C:10]2[CH:11]=[C:12]3[C:17](=[CH:18][CH:19]=2)[C:16](=[O:20])[CH2:15][CH2:14][CH2:13]3)(=[O:9])=[O:8])[CH:6]=[CH:5][CH:4]=[CH:3][CH:2]=1.[Na].CO, predict the reaction product. The product is: [C:1]1([S:7]([C:10]2[CH:11]=[C:12]3[C:17](=[CH:18][CH:19]=2)[CH:16]([OH:20])[CH2:15][CH2:14][CH2:13]3)(=[O:9])=[O:8])[CH:2]=[CH:3][CH:4]=[CH:5][CH:6]=1. (6) Given the reactants Br[CH2:2][C:3]([NH:5][C:6]1[CH:11]=[CH:10][C:9]([Cl:12])=[C:8]([Cl:13])[CH:7]=1)=[O:4].[NH2:14][C:15]1[CH:20]=[CH:19][CH:18]=[CH:17][CH:16]=1.C(N(C(C)C)C(C)C)C, predict the reaction product. The product is: [Cl:13][C:8]1[CH:7]=[C:6]([NH:5][C:3](=[O:4])[CH2:2][NH:14][C:15]2[CH:20]=[CH:19][CH:18]=[CH:17][CH:16]=2)[CH:11]=[CH:10][C:9]=1[Cl:12]. (7) Given the reactants [CH:1]1([N:6]2[C:10]3[N:11]=[C:12]([NH2:15])[N:13]=[CH:14][C:9]=3[C:8]3[CH:16]=[CH:17][N:18]=[CH:19][C:7]2=3)[CH2:5][CH2:4][CH2:3][CH2:2]1.Br[C:21]1[CH:22]=[CH:23][C:24]([N:27]2[CH2:32][CH2:31][CH:30]([N:33]([CH3:35])[CH3:34])[CH2:29][CH2:28]2)=[N:25][CH:26]=1.CC1(C)C2C=CC=C(P(C3C=CC=CC=3)C3C=CC=CC=3)C=2OC2C1=CC=CC=2P(C1C=CC=CC=1)C1C=CC=CC=1.CC(C)([O-])C.[Na+], predict the reaction product. The product is: [CH:1]1([N:6]2[C:10]3[N:11]=[C:12]([NH:15][C:21]4[CH:26]=[N:25][C:24]([N:27]5[CH2:28][CH2:29][CH:30]([N:33]([CH3:35])[CH3:34])[CH2:31][CH2:32]5)=[CH:23][CH:22]=4)[N:13]=[CH:14][C:9]=3[C:8]3[CH:16]=[CH:17][N:18]=[CH:19][C:7]2=3)[CH2:2][CH2:3][CH2:4][CH2:5]1.